This data is from Experimentally validated miRNA-target interactions with 360,000+ pairs, plus equal number of negative samples. The task is: Binary Classification. Given a miRNA mature sequence and a target amino acid sequence, predict their likelihood of interaction. (1) The protein sequence of the target gene is MSSESDDKRARTRSKTLRGPPETTGADLSCPTPGCTGSGHVRGKYSRHRSLQSCPLAKKRKLEDAETEHLVSKRKSHPLRLALDEGYRMDSDGSEDAEVKDVSVSDESEGPLEEAEAEMSGQEEIHHPQTAEGKSLIKPHFDSNPTSSPSGFSKSSYSSYQGIIATSLLNLGQIAEEALVKEDSVSVAKLSPTVVHQLQDEAAMGVNSDEGEKDLFIQPEDVEEVIEVTSERSQEPCPQSLKDMVSEESSKQKGVLGHEEEGEEEEEDEEEEDEEEEEEGEEGEEEEEEEEEEEEEEDEE.... The miRNA is hsa-let-7d-5p with sequence AGAGGUAGUAGGUUGCAUAGUU. Result: 0 (no interaction). (2) Result: 0 (no interaction). The miRNA is hsa-miR-548ao-3p with sequence AAAGACCGUGACUACUUUUGCA. The protein sequence of the target gene is MGPLHQFLLLLITALSQALNTTVLQGMAGQSLRVSCTYDALKHWGRRKAWCRQLGEEGPCQRVVSTHGVWLLAFLKKRNGSTVIADDTLAGTVTITLKNLQAGDAGLYQCQSLRGREAEVLQKVLVEVLEDPLDDQDAGDLWVPEESSSFEGAQVEHSTSRNQETSFPPTSILLLLACVLLSKFLAASILWAVARGRQKPGTPVVRGLDCGQDAGHQLQILTGPGGT. (3) The miRNA is hsa-miR-185-5p with sequence UGGAGAGAAAGGCAGUUCCUGA. The protein sequence of the target gene is MEAGSGPPGGPGSESPNRAVEYLLELNNIIESQQQLLETQRRRIEELEGQLDQLTQENRDLREESQLHRGELHRDPHGARDSPGRESQYQNLRETQFHHRELRESQFHQAARDVGYPNREGAYQNREAVYRDKERDASYPLQDTTGYTARERDVAQCHLHHENPALGRERGGREAGPAHPGREKEAGYSAAVGVGPRPPRERGQLSRGASRSSSPGAGGGHSTSTSTSPATTLQRKSDGENSRTVSVEGDAPGSDLSTAVDSPGSQPPYRLSQLPPSSSHMGGPPAGVGLPWAQRARLQP.... Result: 1 (interaction). (4) The miRNA is hsa-miR-6895-3p with sequence UGUCUCUCGCCCUUGGCCUUAG. The protein sequence of the target gene is MWNMLIVAMCLALLGCLQAQELQGHVSIILLGATGDLAKKYLWQGLFQLYLDEAGRGHSFSFHGAALTAPKQGQELMAKALESLSCPKDMAPSHCAEHKDQFLQLSQYRQLKTAEDYQALNKDIEAQLQHAGLREAGRIFYFSVPPFAYEDIARNINSSCRPGPGAWLRVVLEKPFGHDHFSAQQLATELGTFFQEEEMYRVDHYLGKQAVAQILPFRDQNRKALDGLWNRHHVERVEIIMKETVDAEGRTSFYEEYGVIRDVLQNHLTEVLTLVAMELPHNVSSAEAVLRHKLQVFQAL.... Result: 1 (interaction). (5) The miRNA is hsa-miR-4784 with sequence UGAGGAGAUGCUGGGACUGA. The protein sequence of the target gene is MLVNRWLFSTNHKDIGTLYLLFGAWAGMVGTALSILIRAELGQPGALLGDDQIYNVIVTAHAFVMIFFMVMPMMIGGFGNWLVPLMIGAPDMAFPRMNNMSFWLLPPSFLLLLASSMVEAGAGTGWTVYPPLAGNLAHAGASVDLTIFSLHLAGVSSILGAINFITTIINMKPPAMTQYQTPLFVWSVLITAVLLLLSLPVLAAGITMLLTDRNLNTTFFDPAGGGDPILYQHLFWFFGHPEVYILILPGFGIISHVVTYYSGKKEPFGYMGMVWAMMSIGFLGFIVWAHHMFTVGLDVD.... Result: 0 (no interaction). (6) The miRNA is mmu-miR-19b-3p with sequence UGUGCAAAUCCAUGCAAAACUGA. The protein sequence of the target gene is MGDPAPARSLDDIDLSALRDPAGIFELVEVVGNGTYGQVYKGRHVKTGQLAAIKVMDVTEDEEEEIKQEINMLKKYSHHRNIATYYGAFIKKSPPGNDDQLWLVMEFCGAGSVTDLVKNTKGNALKEDCIAYICREILRGLAHLHAHKVIHRDIKGQNVLLTENAEVKLVDFGVSAQLDRTVGRRNTFIGTPYWMAPEVIACDENPDATYDYRSDIWSLGITAIEMAEGAPPLCDMHPMRALFLIPRNPPPRLKSKKWSKKFTDFIDTCLIKTYLSRPPTEQLLKFPFIRDQPTERQVRI.... Result: 1 (interaction). (7) The miRNA is hsa-miR-3920 with sequence ACUGAUUAUCUUAACUCUCUGA. The protein sequence of the target gene is MAHEHGHEHGHHKMELPDYRQWKIEGTPLETIQKKLAAKGLRDPWGRNEAWRYMGGFAKSVSFSDVFFKGFKWGFAAFVVAVGAEYYLESLNKDKKHH. Result: 0 (no interaction).